Dataset: Full USPTO retrosynthesis dataset with 1.9M reactions from patents (1976-2016). Task: Predict the reactants needed to synthesize the given product. Given the product [F:38][C:35]1[CH:36]=[CH:37][C:32]([C:30]2[O:31][C:27]3[CH:26]=[C:25]([N:44]([CH3:49])[S:45]([CH3:48])(=[O:46])=[O:47])[C:24]([C:21]4[CH:22]=[C:23]5[C:18](=[CH:19][CH:20]=4)[NH:17][N:16]=[C:15]5[C:12]4[CH:11]=[CH:10][C:9]([F:8])=[CH:14][CH:13]=4)=[CH:43][C:28]=3[C:29]=2[C:39]([NH:40][CH3:41])=[O:42])=[CH:33][CH:34]=1, predict the reactants needed to synthesize it. The reactants are: C(O)(C(F)(F)F)=O.[F:8][C:9]1[CH:14]=[CH:13][C:12]([C:15]2[C:23]3[C:18](=[CH:19][CH:20]=[C:21]([C:24]4[C:25]([N:44]([CH3:49])[S:45]([CH3:48])(=[O:47])=[O:46])=[CH:26][C:27]5[O:31][C:30]([C:32]6[CH:37]=[CH:36][C:35]([F:38])=[CH:34][CH:33]=6)=[C:29]([C:39](=[O:42])[NH:40][CH3:41])[C:28]=5[CH:43]=4)[CH:22]=3)[N:17](C(OC(C)(C)C)=O)[N:16]=2)=[CH:11][CH:10]=1.